Dataset: Catalyst prediction with 721,799 reactions and 888 catalyst types from USPTO. Task: Predict which catalyst facilitates the given reaction. (1) Reactant: [H-].[Na+].[C:3]([O:11][CH2:12][CH3:13])(=[O:10])[CH2:4][C:5]([O:7]CC)=O.[Cl:14][C:15]1[C:20](=O)[O:19][C:18](=O)[N:17](C)[C:16]=1[CH3:24]. Product: [Cl:14][C:15]1[C:20]([OH:19])=[C:4]([C:3]([O:11][CH2:12][CH3:13])=[O:10])[C:5](=[O:7])[N:17]([CH3:18])[C:16]=1[CH3:24]. The catalyst class is: 7. (2) Reactant: [F:1][C:2]1[CH:7]=[C:6]([F:8])[CH:5]=[CH:4][C:3]=1[Mg]Br.[Cl:11][CH2:12][C:13](=[O:23])[C@H:14]([O:16][C:17](=[O:22])[C:18]([CH3:21])([CH3:20])[CH3:19])[CH3:15].[Cl-].[NH4+].O. Product: [Cl:11][CH2:12][C:13]([C:3]1[CH:4]=[CH:5][C:6]([F:8])=[CH:7][C:2]=1[F:1])([OH:23])[CH:14]([O:16][C:17](=[O:22])[C:18]([CH3:20])([CH3:19])[CH3:21])[CH3:15]. The catalyst class is: 11. (3) Reactant: [F:1][C:2]1[CH:25]=[CH:24][C:5]([C:6]([NH:8][C@H:9]([C:16]([N:18]2[CH2:23][CH2:22][O:21][CH2:20][CH2:19]2)=[O:17])[CH2:10][CH2:11][CH2:12][C:13]([OH:15])=O)=[O:7])=[CH:4][CH:3]=1.CN(C(ON1N=NC2C=CC=NC1=2)=[N+](C)C)C.F[P-](F)(F)(F)(F)F.CCN(C(C)C)C(C)C.[F:59][C:60]1[CH:65]=[CH:64][C:63]([C@@H:66]2[CH2:68][C@H:67]2[NH2:69])=[CH:62][CH:61]=1. Product: [F:1][C:2]1[CH:25]=[CH:24][C:5]([C:6]([NH:8][C@@H:9]([CH2:10][CH2:11][CH2:12][C:13]([NH:69][C@@H:67]2[CH2:68][C@H:66]2[C:63]2[CH:64]=[CH:65][C:60]([F:59])=[CH:61][CH:62]=2)=[O:15])[C:16]([N:18]2[CH2:23][CH2:22][O:21][CH2:20][CH2:19]2)=[O:17])=[O:7])=[CH:4][CH:3]=1. The catalyst class is: 35. (4) Reactant: N(=[C:3]1[C:11]2[C:6](=[CH:7][CH:8]=[CH:9][CH:10]=2)[N:5]=[C:4]1[C:12]([O:14][CH2:15][CH3:16])=[O:13])#N.[O:17]1[C:21]2[CH:22]=[CH:23][CH:24]=[CH:25][C:20]=2[CH:19]=[CH:18]1. Product: [O:17]1[C:21]2[CH:22]=[CH:23][CH:24]=[CH:25][C:20]=2[CH:19]=[C:18]1[C:3]1[C:11]2[C:6](=[CH:7][CH:8]=[CH:9][CH:10]=2)[NH:5][C:4]=1[C:12]([O:14][CH2:15][CH3:16])=[O:13]. The catalyst class is: 26. (5) Reactant: [Cl-].O[NH3+:3].[C:4](=[O:7])([O-])[OH:5].[Na+].CS(C)=O.[CH2:13]([C:17]1[N:18]=[C:19]([CH3:50])[N:20]([C:39]2[CH:40]=[CH:41][C:42]3[O:46][C:45]([CH3:48])([CH3:47])[CH2:44][C:43]=3[CH:49]=2)[C:21](=[O:38])[C:22]=1[CH2:23][C:24]1[CH:29]=[CH:28][C:27]([C:30]2[C:31]([C:36]#[N:37])=[CH:32][CH:33]=[CH:34][CH:35]=2)=[CH:26][CH:25]=1)[CH2:14][CH2:15][CH3:16]. Product: [CH2:13]([C:17]1[N:18]=[C:19]([CH3:50])[N:20]([C:39]2[CH:40]=[CH:41][C:42]3[O:46][C:45]([CH3:48])([CH3:47])[CH2:44][C:43]=3[CH:49]=2)[C:21](=[O:38])[C:22]=1[CH2:23][C:24]1[CH:25]=[CH:26][C:27]([C:30]2[CH:35]=[CH:34][CH:33]=[CH:32][C:31]=2[C:36]2[NH:3][C:4](=[O:7])[O:5][N:37]=2)=[CH:28][CH:29]=1)[CH2:14][CH2:15][CH3:16]. The catalyst class is: 69. (6) Reactant: [CH3:1][C:2]1[CH:8]=[CH:7][C:6]([C:9]2([CH3:14])[O:13]CCO2)=[CH:5][C:3]=1[NH2:4].Br[CH2:16][C:17]([O:19][CH2:20][CH3:21])=[O:18].C(N([CH2:29][CH3:30])C(C)C)(C)C. Product: [CH2:20]([O:19][C:17](=[O:18])[CH2:16][N:4]([CH2:16][C:17]([O:19][CH2:29][CH3:30])=[O:18])[C:3]1[CH:5]=[C:6]([C:9](=[O:13])[CH3:14])[CH:7]=[CH:8][C:2]=1[CH3:1])[CH3:21]. The catalyst class is: 175. (7) Reactant: [CH3:1][O:2][C:3]1[CH:8]=[CH:7][C:6]([NH:9]C(=O)OCC2C=CC=CC=2)=[CH:5][C:4]=1[S:20]([N:23]1[CH2:28][CH2:27][CH:26]([N:29]2[CH2:34][CH2:33][CH:32]([CH3:35])[CH2:31][CH2:30]2)[CH2:25][CH2:24]1)(=[O:22])=[O:21]. Product: [CH3:1][O:2][C:3]1[CH:8]=[CH:7][C:6]([NH2:9])=[CH:5][C:4]=1[S:20]([N:23]1[CH2:28][CH2:27][CH:26]([N:29]2[CH2:34][CH2:33][CH:32]([CH3:35])[CH2:31][CH2:30]2)[CH2:25][CH2:24]1)(=[O:21])=[O:22]. The catalyst class is: 43.